This data is from Forward reaction prediction with 1.9M reactions from USPTO patents (1976-2016). The task is: Predict the product of the given reaction. (1) The product is: [CH3:1][C:2]1[C:6]([CH:7]([OH:22])[C:8]2[O:9][C:10]3[CH:16]=[CH:15][C:14]([CH2:17][C:18]([OH:20])=[O:19])=[CH:13][C:11]=3[CH:12]=2)=[C:5]([CH3:23])[O:4][N:3]=1. Given the reactants [CH3:1][C:2]1[C:6]([CH:7]([OH:22])[C:8]2[O:9][C:10]3[CH:16]=[CH:15][C:14]([CH2:17][C:18]([O:20]C)=[O:19])=[CH:13][C:11]=3[CH:12]=2)=[C:5]([CH3:23])[O:4][N:3]=1.[Li+].[OH-].CC(O)=O, predict the reaction product. (2) Given the reactants F[C:2]1[CH:7]=[C:6]([F:8])[CH:5]=[CH:4][C:3]=1/[CH:9]=[CH:10]/[C:11]1[CH:16]=[CH:15][C:14]([S:17]([C:20]2[CH:27]=[CH:26][CH:25]=[CH:24][C:21]=2[CH:22]=O)(=[O:19])=[O:18])=[CH:13][CH:12]=1.[CH3:28][C:29]([S:32]([NH2:34])=[O:33])([CH3:31])[CH3:30].[BH4-].[Na+].O, predict the reaction product. The product is: [CH3:28][C:29]([S:32]([NH:34][CH2:22][C:21]1[CH:24]=[CH:25][CH:26]=[CH:27][C:20]=1[S:17]([C:14]1[CH:13]=[CH:12][C:11](/[CH:10]=[CH:9]/[C:3]2[CH:4]=[CH:5][C:6]([F:8])=[CH:7][CH:2]=2)=[CH:16][CH:15]=1)(=[O:18])=[O:19])=[O:33])([CH3:31])[CH3:30].